The task is: Predict the reactants needed to synthesize the given product.. This data is from Full USPTO retrosynthesis dataset with 1.9M reactions from patents (1976-2016). (1) Given the product [Br:26][C:27]1[CH:28]=[C:29](/[CH:30]=[CH:4]/[C:2]#[N:3])[CH:32]=[CH:33][C:34]=1[F:35], predict the reactants needed to synthesize it. The reactants are: [Br-].[C:2]([CH2:4][P+](C1C=CC=CC=1)(C1C=CC=CC=1)C1C=CC=CC=1)#[N:3].[OH-].[Na+].[Br:26][C:27]1[CH:28]=[C:29]([CH:32]=[CH:33][C:34]=1[F:35])[CH:30]=O. (2) Given the product [Cl:32][C:29]1[CH:30]=[CH:31][C:8]2[N:7]3[C:1]([CH3:2])=[N:4][N:5]=[C:6]3[C@@H:12]([CH2:13][C:14]([O:16][CH3:17])=[O:15])[S:11][C@H:10]([C:18]3[CH:23]=[CH:22][CH:21]=[C:20]([O:24][CH3:25])[C:19]=3[O:26][CH3:27])[C:9]=2[CH:28]=1, predict the reactants needed to synthesize it. The reactants are: [C:1]([NH:4][N:5]=[C:6]1[C@@H:12]([CH2:13][C:14]([O:16][CH3:17])=[O:15])[S:11][C@H:10]([C:18]2[CH:23]=[CH:22][CH:21]=[C:20]([O:24][CH3:25])[C:19]=2[O:26][CH3:27])[C:9]2[CH:28]=[C:29]([Cl:32])[CH:30]=[CH:31][C:8]=2[NH:7]1)(=O)[CH3:2]. (3) The reactants are: Br[C:2]1[CH:7]=[CH:6][C:5]([N:8]2[CH:12]=[C:11]([CH:13]3[CH2:17][CH2:16][CH2:15][N:14]3[C:18]([O:20][C:21]([CH3:24])([CH3:23])[CH3:22])=[O:19])[N:10]=[C:9]2[C:25]([C:28]2[CH:33]=[CH:32][CH:31]=[CH:30][C:29]=2[Cl:34])([CH3:27])[CH3:26])=[CH:4][CH:3]=1.[CH3:35][S:36]([C:39]1[CH:40]=[C:41](B(O)O)[CH:42]=[CH:43][CH:44]=1)(=[O:38])=[O:37].C(=O)([O-])[O-].[Na+].[Na+]. Given the product [Cl:34][C:29]1[CH:30]=[CH:31][CH:32]=[CH:33][C:28]=1[C:25]([C:9]1[N:8]([C:5]2[CH:6]=[CH:7][C:2]([C:43]3[CH:42]=[CH:41][CH:40]=[C:39]([S:36]([CH3:35])(=[O:38])=[O:37])[CH:44]=3)=[CH:3][CH:4]=2)[CH:12]=[C:11]([CH:13]2[CH2:17][CH2:16][CH2:15][N:14]2[C:18]([O:20][C:21]([CH3:24])([CH3:23])[CH3:22])=[O:19])[N:10]=1)([CH3:26])[CH3:27], predict the reactants needed to synthesize it. (4) Given the product [CH3:7][O:8][CH2:9][O:10][C:11]1[CH:16]=[C:15]([O:17][CH2:18][O:19][CH3:20])[CH:14]=[CH:13][C:12]=1[O:21][CH2:23][CH2:24][CH3:25], predict the reactants needed to synthesize it. The reactants are: C(=O)([O-])[O-].[K+].[K+].[CH3:7][O:8][CH2:9][O:10][C:11]1[CH:16]=[C:15]([O:17][CH2:18][O:19][CH3:20])[CH:14]=[CH:13][C:12]=1[OH:21].I[CH2:23][CH2:24][CH3:25]. (5) Given the product [CH3:1][C:2]1[CH:7]=[C:6]([N:8]2[CH2:12][CH2:11][CH:10]([N:13]3[CH2:17][CH2:16][CH2:15][CH:14]3[CH3:18])[CH2:9]2)[CH:5]=[CH:4][C:3]=1[NH:19][C:29](=[O:30])[C:28]1[CH:27]=[CH:26][C:25]([N:20]2[CH:24]=[N:23][CH:22]=[N:21]2)=[CH:33][CH:32]=1, predict the reactants needed to synthesize it. The reactants are: [CH3:1][C:2]1[CH:7]=[C:6]([N:8]2[CH2:12][CH2:11][CH:10]([N:13]3[CH2:17][CH2:16][CH2:15][CH:14]3[CH3:18])[CH2:9]2)[CH:5]=[CH:4][C:3]=1[NH2:19].[N:20]1([C:25]2[CH:33]=[CH:32][C:28]([C:29](O)=[O:30])=[CH:27][CH:26]=2)[CH:24]=[N:23][CH:22]=[N:21]1. (6) Given the product [Cl:16][C:13]1[CH:14]=[CH:15][C:10]([C@@H:9]2[O:8][CH2:7][CH2:6][N:5]([C:18]([O:20][C:21]([CH3:24])([CH3:23])[CH3:22])=[O:19])[CH2:4][C@H:3]2[CH2:2][NH:1][C:35](=[O:36])[CH2:34][O:33][CH3:32])=[CH:11][C:12]=1[F:17], predict the reactants needed to synthesize it. The reactants are: [NH2:1][CH2:2][C@H:3]1[C@H:9]([C:10]2[CH:15]=[CH:14][C:13]([Cl:16])=[C:12]([F:17])[CH:11]=2)[O:8][CH2:7][CH2:6][N:5]([C:18]([O:20][C:21]([CH3:24])([CH3:23])[CH3:22])=[O:19])[CH2:4]1.C(N(CC)CC)C.[CH3:32][O:33][CH2:34][C:35](Cl)=[O:36]. (7) Given the product [N:21]1[C:22]2[NH:23][CH2:24][CH2:25][CH2:26][C:27]=2[CH:28]=[CH:29][C:20]=1[CH2:19][CH2:18][CH2:17][C:14]1[CH:15]=[CH:16][C:11]([CH2:10][C@@H:9]([C:30]([O:32][CH3:33])=[O:31])[NH2:8])=[CH:12][CH:13]=1, predict the reactants needed to synthesize it. The reactants are: C(OC([NH:8][C@H:9]([C:30]([O:32][CH3:33])=[O:31])[CH2:10][C:11]1[CH:16]=[CH:15][C:14]([CH2:17][CH2:18][CH2:19][C:20]2[CH:29]=[CH:28][C:27]3[CH2:26][CH2:25][CH2:24][NH:23][C:22]=3[N:21]=2)=[CH:13][CH:12]=1)=O)(C)(C)C.C(O)(C(F)(F)F)=O. (8) The reactants are: COC([N:5]1[C:9]2=[N:10][C:11]([Cl:14])=[CH:12][CH:13]=[C:8]2[CH:7]=[C:6]1[CH3:15])=O.[OH-].[Na+]. Given the product [Cl:14][C:11]1[N:10]=[C:9]2[NH:5][C:6]([CH3:15])=[CH:7][C:8]2=[CH:13][CH:12]=1, predict the reactants needed to synthesize it.